Dataset: HIV replication inhibition screening data with 41,000+ compounds from the AIDS Antiviral Screen. Task: Binary Classification. Given a drug SMILES string, predict its activity (active/inactive) in a high-throughput screening assay against a specified biological target. (1) The drug is Cc1cc(C2CCCCC2)n(O)c(=O)c1.NCCO. The result is 0 (inactive). (2) The result is 0 (inactive). The molecule is COc1ccc2c(ccc3c(C(=O)NCCN(C)CCNC(=O)c4cn(C)c5c4ccc4cc(OC)ccc45)cn(C)c32)c1. (3) The molecule is CC(=O)N(CC1CCCN(C)C1)C12CC3CC(CC(C3)C1)C2. The result is 0 (inactive). (4) The compound is CC1=CC2=[N+]3C1=Cc1cc(C)c4n1[Cu-3]31n3c(c(C)c(CCC(=O)O)c3=CC3=[N+]1C(=C4)C(C)=C3CCC(=O)O)=C2. The result is 0 (inactive). (5) The molecule is Cc1c(C(=O)c2ccccc2)n(COCCC[Se]c2ccccc2)c(=O)[nH]c1=O. The result is 0 (inactive). (6) The compound is COC(=O)C1(NC(=O)C(N)CC(=O)O)CC1(C)C. The result is 0 (inactive).